This data is from Forward reaction prediction with 1.9M reactions from USPTO patents (1976-2016). The task is: Predict the product of the given reaction. (1) The product is: [CH2:1]([O:3][C:4]1[CH:19]=[CH:18][C:7]2[CH:8]3[CH2:14][CH2:13][CH:12](/[CH:15]=[CH:16]/[CH3:17])[CH2:11][CH:9]3[O:10][C:6]=2[C:5]=1[F:20])[CH3:2]. Given the reactants [CH2:1]([O:3][C:4]1[CH:19]=[CH:18][C:7]2[CH:8]3[CH2:14][CH2:13][CH:12]([CH:15]=[CH:16][CH3:17])[CH2:11][CH:9]3[O:10][C:6]=2[C:5]=1[F:20])[CH3:2].[Na+].C1(S([O-])=O)C=CC=CC=1.Cl.O, predict the reaction product. (2) Given the reactants [Br:1][C:2]1[C:3]([NH:16][C@H:17]2[CH2:22][CH2:21][C@H:20]([O:23][CH3:24])[CH2:19][CH2:18]2)=[N:4][C:5]([N:9]2C(C)=CC=C2C)=[N:6][C:7]=1[CH3:8].Cl.NO.C(O)C, predict the reaction product. The product is: [Br:1][C:2]1[C:3]([NH:16][C@H:17]2[CH2:22][CH2:21][C@H:20]([O:23][CH3:24])[CH2:19][CH2:18]2)=[N:4][C:5]([NH2:9])=[N:6][C:7]=1[CH3:8]. (3) Given the reactants C(Cl)(=O)C(Cl)=O.CS(C)=O.[OH:11][CH:12]1[CH2:17][CH2:16][N:15]([C:18]([O:20][CH2:21][C:22]2[CH:27]=[CH:26][CH:25]=[CH:24][CH:23]=2)=[O:19])[CH:14]([C:28]([O:30][CH3:31])=[O:29])[CH2:13]1.C(N(CC)CC)C, predict the reaction product. The product is: [O:11]=[C:12]1[CH2:17][CH2:16][N:15]([C:18]([O:20][CH2:21][C:22]2[CH:23]=[CH:24][CH:25]=[CH:26][CH:27]=2)=[O:19])[CH:14]([C:28]([O:30][CH3:31])=[O:29])[CH2:13]1. (4) Given the reactants [CH2:1]([O:3][C:4]([C:6]1[C:7]([O:25]S(C(F)(F)F)(=O)=O)=[N:8][C:9]2[C:14]([C:15]=1[CH2:16][C:17]1[CH:22]=[CH:21][CH:20]=[CH:19][C:18]=1[Cl:23])=[CH:13][C:12]([Cl:24])=[CH:11][CH:10]=2)=[O:5])[CH3:2].[CH3:33][CH:34](O)[CH3:35], predict the reaction product. The product is: [CH2:1]([O:3][C:4]([C:6]1[C:7]([O:25][CH:34]([CH3:35])[CH3:33])=[N:8][C:9]2[C:14]([C:15]=1[CH2:16][C:17]1[CH:22]=[CH:21][CH:20]=[CH:19][C:18]=1[Cl:23])=[CH:13][C:12]([Cl:24])=[CH:11][CH:10]=2)=[O:5])[CH3:2]. (5) Given the reactants [F:1][C:2]1[CH:10]=[CH:9][CH:8]=[C:7]2[C:3]=1[CH:4]=[CH:5][NH:6]2.[H-].[Na+].I[CH3:14], predict the reaction product. The product is: [F:1][C:2]1[CH:10]=[CH:9][CH:8]=[C:7]2[C:3]=1[CH:4]=[CH:5][N:6]2[CH3:14]. (6) Given the reactants [N+:1]([C:4]1[CH:9]=[CH:8][C:7]([O:10][C:11]2[CH:16]=[CH:15][CH:14]=[CH:13][CH:12]=2)=[CH:6][C:5]=1[CH3:17])([O-:3])=[O:2].C[O:19]C(OC)N(C)C, predict the reaction product. The product is: [N+:1]([C:4]1[CH:9]=[CH:8][C:7]([O:10][C:11]2[CH:16]=[CH:15][CH:14]=[CH:13][CH:12]=2)=[CH:6][C:5]=1[CH:17]=[O:19])([O-:3])=[O:2]. (7) Given the reactants [ClH:1].CO[C:4](=[O:32])[CH:5]([NH:18][S:19]([C:22]1[CH:31]=[CH:30][C:29]2[C:24](=[CH:25][CH:26]=[CH:27][CH:28]=2)[CH:23]=1)(=[O:21])=[O:20])[CH2:6][C:7]1[CH:8]=[C:9]2[C:14](=[CH:15][CH:16]=1)[C:13]([NH2:17])=[N:12][CH:11]=[CH:10]2.[CH3:33][CH:34]1[CH2:39][CH2:38][NH:37][CH2:36][CH2:35]1, predict the reaction product. The product is: [ClH:1].[NH2:17][C:13]1[C:14]2[C:9](=[CH:8][C:7]([CH2:6][CH:5]([NH:18][S:19]([C:22]3[CH:31]=[CH:30][C:29]4[C:24](=[CH:25][CH:26]=[CH:27][CH:28]=4)[CH:23]=3)(=[O:21])=[O:20])[C:4]([N:37]3[CH2:38][CH2:39][CH:34]([CH3:33])[CH2:35][CH2:36]3)=[O:32])=[CH:16][CH:15]=2)[CH:10]=[CH:11][N:12]=1.